Dataset: Catalyst prediction with 721,799 reactions and 888 catalyst types from USPTO. Task: Predict which catalyst facilitates the given reaction. (1) Reactant: [C:1]([O:5][C:6]([NH:8][C@H:9]1[CH2:15][CH2:14][C@@H:13]([OH:16])[CH2:12][NH:11][C:10]1=[O:17])=[O:7])([CH3:4])([CH3:3])[CH3:2].[Si:18](Cl)([C:21]([CH3:24])([CH3:23])[CH3:22])([CH3:20])[CH3:19].N1C=CN=C1. Product: [C:1]([O:5][C:6]([NH:8][C@H:9]1[CH2:15][CH2:14][C@@H:13]([O:16][Si:18]([C:21]([CH3:24])([CH3:23])[CH3:22])([CH3:20])[CH3:19])[CH2:12][NH:11][C:10]1=[O:17])=[O:7])([CH3:4])([CH3:2])[CH3:3]. The catalyst class is: 18. (2) Reactant: [OH:1][CH2:2][CH2:3][NH:4][C:5](=[O:11])[O:6][C:7]([CH3:10])([CH3:9])[CH3:8].CCN(CC)CC.[C:19]1([CH3:29])[CH:24]=[CH:23][C:22]([S:25](Cl)(=[O:27])=[O:26])=[CH:21][CH:20]=1. Product: [CH3:29][C:19]1[CH:24]=[CH:23][C:22]([S:25]([O:1][CH2:2][CH2:3][NH:4][C:5]([O:6][C:7]([CH3:8])([CH3:10])[CH3:9])=[O:11])(=[O:27])=[O:26])=[CH:21][CH:20]=1. The catalyst class is: 2. (3) The catalyst class is: 3. Product: [CH:39]1([CH2:38][O:14][C@@:12]([C:15]2[CH:16]=[N:17][CH:18]=[CH:19][CH:20]=2)([CH3:13])[CH2:11][N:9]2[C:10]3[C:2]([F:1])=[CH:3][C:4]([CH3:28])=[CH:5][C:6]=3[C:7]3[C@@H:27]4[N:23]([CH2:22][CH2:21][C:8]2=3)[CH2:24][CH2:25][CH2:26]4)[CH2:42][CH2:41][CH2:40]1. Reactant: [F:1][C:2]1[C:10]2[N:9]([CH2:11][C@@:12]([C:15]3[CH:16]=[N:17][CH:18]=[CH:19][CH:20]=3)([OH:14])[CH3:13])[C:8]3[CH2:21][CH2:22][N:23]4[C@@H:27]([C:7]=3[C:6]=2[CH:5]=[C:4]([CH3:28])[CH:3]=1)[CH2:26][CH2:25][CH2:24]4.C(=O)([O-])[O-].[Cs+].[Cs+].[I-].[Na+].Br[CH2:38][CH:39]1[CH2:42][CH2:41][CH2:40]1. (4) Reactant: [Cl:1][C:2]1[C:3]([F:31])=[C:4]([C@@H:8]2[C@:12]([C:15]3[CH:20]=[CH:19][C:18]([Cl:21])=[CH:17][C:16]=3[F:22])([C:13]#[N:14])[C@H:11]([CH2:23][C:24]([CH3:27])([CH3:26])[CH3:25])[NH:10][C@H:9]2[C:28](O)=[O:29])[CH:5]=[CH:6][CH:7]=1.CN(C(ON1N=NC2C=CC=NC1=2)=[N+](C)C)C.F[P-](F)(F)(F)(F)F.[CH3:56][O:57][C:58](=[O:66])[C:59]1[CH:64]=[CH:63][C:62]([NH2:65])=[CH:61][CH:60]=1.C(N(C(C)C)CC)(C)C. Product: [CH3:56][O:57][C:58](=[O:66])[C:59]1[CH:64]=[CH:63][C:62]([NH:65][C:28]([C@H:9]2[C@H:8]([C:4]3[CH:5]=[CH:6][CH:7]=[C:2]([Cl:1])[C:3]=3[F:31])[C@:12]([C:15]3[CH:20]=[CH:19][C:18]([Cl:21])=[CH:17][C:16]=3[F:22])([C:13]#[N:14])[C@H:11]([CH2:23][C:24]([CH3:27])([CH3:26])[CH3:25])[NH:10]2)=[O:29])=[CH:61][CH:60]=1. The catalyst class is: 2. (5) Reactant: [F:1][C:2]([F:34])([F:33])[C:3]1[CH:4]=[C:5]([CH:30]=[CH:31][CH:32]=1)[CH2:6][NH:7][C:8](=[O:29])[C:9]1[CH:14]=[CH:13][N:12]=[C:11]([C:15]2[CH:20]=[C:19]([N:21]3[CH2:25][CH2:24][CH2:23][CH2:22]3)[CH:18]=[CH:17][C:16]=2[N+:26]([O-])=O)[CH:10]=1. Product: [F:34][C:2]([F:1])([F:33])[C:3]1[CH:4]=[C:5]([CH:30]=[CH:31][CH:32]=1)[CH2:6][NH:7][C:8](=[O:29])[C:9]1[CH:14]=[CH:13][N:12]=[C:11]([C:15]2[CH:20]=[C:19]([N:21]3[CH2:25][CH2:24][CH2:23][CH2:22]3)[CH:18]=[CH:17][C:16]=2[NH2:26])[CH:10]=1. The catalyst class is: 19.